Task: Predict the reaction yield, written as a fraction of the theoretical maximum amount of product (1.0 means a 100% yield; for example, 0.34 means a 34% yield).. Dataset: Reaction yield outcomes from USPTO patents with 853,638 reactions (1) The product is [CH3:21][NH:22][C:23]([C:25]1[C:33]2[C:28](=[CH:29][C:30]([O:34][C:2]3[CH:7]=[CH:6][N:5]=[C:4]4[CH:8]=[C:9]([C:11]5[CH:12]=[CH:13][CH:14]=[C:15]([CH2:17][N:18]([CH3:20])[CH3:19])[N:16]=5)[S:10][C:3]=34)=[CH:31][CH:32]=2)[N:27]([CH3:35])[C:26]=1[CH3:36])=[O:24]. The yield is 0.130. The reactants are Cl[C:2]1[CH:7]=[CH:6][N:5]=[C:4]2[CH:8]=[C:9]([C:11]3[N:16]=[C:15]([CH2:17][N:18]([CH3:20])[CH3:19])[CH:14]=[CH:13][CH:12]=3)[S:10][C:3]=12.[CH3:21][NH:22][C:23]([C:25]1[C:33]2[C:28](=[CH:29][C:30]([OH:34])=[CH:31][CH:32]=2)[N:27]([CH3:35])[C:26]=1[CH3:36])=[O:24].C([O-])([O-])=O.[Cs+].[Cs+]. No catalyst specified. (2) The reactants are [C:1]1([C@@H:7]([CH3:20])[CH2:8][N:9]2C(=O)C3C(=CC=CC=3)C2=O)[CH:6]=[CH:5][CH:4]=[CH:3][CH:2]=1.NN. The catalyst is C1(C)C=CC=CC=1. The product is [C:1]1([C@@H:7]([CH3:20])[CH2:8][NH2:9])[CH:6]=[CH:5][CH:4]=[CH:3][CH:2]=1. The yield is 0.949. (3) The reactants are [CH3:1][N:2]1[CH2:7][CH2:6][N:5]([C:8]2[N:17]=[C:16]([CH2:18][C:19]([NH2:21])=[O:20])[C:15]3[C:10](=[CH:11][CH:12]=[CH:13][CH:14]=3)[N:9]=2)[CH2:4][CH2:3]1.C([O:24][C:25](=O)[C:26]([C:28]1[C:29]2[CH:42]=[CH:41][S:40][C:30]=2[N:31](C(OC(C)(C)C)=O)[CH:32]=1)=O)C.C1COCC1.CC([O-])(C)C.[K+]. The catalyst is O. The product is [CH3:1][N:2]1[CH2:3][CH2:4][N:5]([C:8]2[N:17]=[C:16]([C:18]3[C:19](=[O:20])[NH:21][C:25](=[O:24])[C:26]=3[C:28]3[C:29]4[CH:42]=[CH:41][S:40][C:30]=4[NH:31][CH:32]=3)[C:15]3[C:10](=[CH:11][CH:12]=[CH:13][CH:14]=3)[N:9]=2)[CH2:6][CH2:7]1. The yield is 0.280. (4) The reactants are [C:1]1(B(O)O)[CH:6]=[CH:5][CH:4]=[CH:3][CH:2]=1.Br[C:11]1[CH:16]=[CH:15][C:14](Br)=[C:13]([CH3:18])[N:12]=1.[O-]P([O-])([O-])=O.[K+].[K+].[K+].[C:27]1(C)[CH:32]=[CH:31][CH:30]=[CH:29][CH:28]=1. The catalyst is C1C=CC(/C=C/C(/C=C/C2C=CC=CC=2)=O)=CC=1.C1C=CC(/C=C/C(/C=C/C2C=CC=CC=2)=O)=CC=1.C1C=CC(/C=C/C(/C=C/C2C=CC=CC=2)=O)=CC=1.[Pd].[Pd].C1(P(C2CCCCC2)C2C=CC=CC=2C2C(OC)=CC=CC=2OC)CCCCC1.O. The product is [C:1]1([C:11]2[CH:16]=[CH:15][C:14]([C:27]3[CH:32]=[CH:31][CH:30]=[CH:29][CH:28]=3)=[C:13]([CH3:18])[N:12]=2)[CH:6]=[CH:5][CH:4]=[CH:3][CH:2]=1. The yield is 0.927. (5) The reactants are [CH2:1]([N:8]1[CH2:12][CH:11]2[O:13][C:10]2=[CH:9]1)[C:2]1[CH:7]=[CH:6][CH:5]=[CH:4][CH:3]=1.[CH2:14]([NH2:22])[CH2:15][CH2:16][CH2:17][CH2:18][CH2:19][CH2:20][CH3:21]. The catalyst is C(#N)C. The product is [CH2:1]([N:8]1[CH2:9][C@@H:10]([NH:22][CH2:14][CH2:15][CH2:16][CH2:17][CH2:18][CH2:19][CH2:20][CH3:21])[C@H:11]([OH:13])[CH2:12]1)[C:2]1[CH:3]=[CH:4][CH:5]=[CH:6][CH:7]=1. The yield is 0.570. (6) The reactants are Br[C:2]1[CH:3]=[C:4]([C:7]([O:9][CH3:10])=[O:8])[O:5][CH:6]=1.C([O-])([O-])=O.[Na+].[Na+].[CH2:17]([N:19]1[C:23](B2OC(C)(C)C(C)(C)O2)=[CH:22][CH:21]=[N:20]1)[CH3:18]. The catalyst is C1COCC1.C1C=CC(P(C2C=CC=CC=2)[C-]2C=CC=C2)=CC=1.C1C=CC(P(C2C=CC=CC=2)[C-]2C=CC=C2)=CC=1.Cl[Pd]Cl.[Fe+2]. The product is [CH2:17]([N:19]1[C:23]([C:2]2[CH:3]=[C:4]([C:7]([O:9][CH3:10])=[O:8])[O:5][CH:6]=2)=[CH:22][CH:21]=[N:20]1)[CH3:18]. The yield is 0.745. (7) The reactants are Cl[CH2:2][C:3](=[CH2:6])[C:4]#[N:5].[CH3:7][O:8][P:9]([CH2:13][CH2:14][OH:15])(=[O:12])[O:10][CH3:11].C(N(CC)CC)C. The product is [CH3:7][O:8][P:9]([CH2:13][CH2:14][O:15][CH2:2][C:3](=[CH2:6])[C:4]#[N:5])([O:10][CH3:11])=[O:12]. The yield is 0.540. The catalyst is C1COCC1.C1C2NC3C(=CC=CC=3)SC=2C=CC=1.